Dataset: Forward reaction prediction with 1.9M reactions from USPTO patents (1976-2016). Task: Predict the product of the given reaction. (1) The product is: [F:1][CH:2]([F:12])[O:3][C:4]1[CH:5]=[C:6]([CH:7]=[CH:14][C:15]([OH:17])=[O:16])[CH:9]=[CH:10][CH:11]=1. Given the reactants [F:1][CH:2]([F:12])[O:3][C:4]1[CH:5]=[C:6]([CH:9]=[CH:10][CH:11]=1)[CH:7]=O.C(O)(=O)[CH2:14][C:15]([OH:17])=[O:16], predict the reaction product. (2) Given the reactants [C:1]([C:4]1[CH:9]=[CH:8][C:7]([N:10]=[N:11][C:12](=[C:16]2[C:25]3[C:20](=[CH:21][CH:22]=[CH:23][CH:24]=3)[CH2:19][C:18]([CH3:27])([CH3:26])[NH:17]2)[C:13]([NH2:15])=[O:14])=[CH:6][CH:5]=1)(=[O:3])[CH3:2].[C:28](=O)([O-])[O-].[Na+].[Na+].CI, predict the reaction product. The product is: [C:1]([C:4]1[CH:5]=[CH:6][C:7]([N:10]=[N:11][C:12](=[C:16]2[C:25]3[C:20](=[CH:21][CH:22]=[CH:23][CH:24]=3)[CH2:19][C:18]([CH3:27])([CH3:26])[N:17]2[CH3:28])[C:13]([NH2:15])=[O:14])=[CH:8][CH:9]=1)(=[O:3])[CH3:2]. (3) Given the reactants [NH2:1][C:2]1[N:3]([CH2:27][CH3:28])[C:4]2[C:9]([C:10](=[O:25])[C:11]=1[C:12]1[N:13](COCC[Si](C)(C)C)[CH:14]=[CH:15][N:16]=1)=[CH:8][CH:7]=[C:6](Cl)[N:5]=2.[N:29]1[CH:34]=[CH:33][CH:32]=[CH:31][C:30]=1[C:35]([OH:39])([C:37]#[CH:38])[CH3:36], predict the reaction product. The product is: [NH2:1][C:2]1[N:3]([CH2:27][CH3:28])[C:4]2[C:9]([C:10](=[O:25])[C:11]=1[C:12]1[NH:16][CH:15]=[CH:14][N:13]=1)=[CH:8][CH:7]=[C:6]([C:38]#[C:37][C:35]([OH:39])([C:30]1[CH:31]=[CH:32][CH:33]=[CH:34][N:29]=1)[CH3:36])[N:5]=2. (4) Given the reactants Cl[C:2]1[CH:7]=[CH:6][N:5]=[C:4]2[CH:8]=[C:9]([C:11]3[N:12]=[CH:13][N:14]([CH2:16][O:17][CH2:18][CH2:19][Si:20]([CH3:23])([CH3:22])[CH3:21])[CH:15]=3)[S:10][C:3]=12.C(=O)([O-])[O-].[K+].[K+].[F:30][C:31]1[CH:36]=[C:35]([N+:37]([O-:39])=[O:38])[CH:34]=[CH:33][C:32]=1[OH:40], predict the reaction product. The product is: [F:30][C:31]1[CH:36]=[C:35]([N+:37]([O-:39])=[O:38])[CH:34]=[CH:33][C:32]=1[O:40][C:2]1[CH:7]=[CH:6][N:5]=[C:4]2[CH:8]=[C:9]([C:11]3[N:12]=[CH:13][N:14]([CH2:16][O:17][CH2:18][CH2:19][Si:20]([CH3:23])([CH3:22])[CH3:21])[CH:15]=3)[S:10][C:3]=12. (5) Given the reactants S(O)(O)(=O)=O.[NH2:6][C:7]1[NH:8][CH:9]=[CH:10][N:11]=1.[NH2:12]C1NC=CN=1.Cl.[N+]([O-])([O-])=O.[Na+].[Br:24][CH2:25][CH2:26][N:27]([CH2:34][CH3:35])[C:28]1[CH:33]=[CH:32][CH:31]=[CH:30][CH:29]=1.C(=O)(O)[O-].[Na+], predict the reaction product. The product is: [Br:24][CH2:25][CH2:26][N:27]([CH2:34][CH3:35])[C:28]1[CH:33]=[CH:32][C:31](/[N:12]=[N:6]/[C:7]2[NH:8][CH:9]=[CH:10][N:11]=2)=[CH:30][CH:29]=1. (6) Given the reactants [OH-].[K+].C[O:4][C:5](=[O:36])[C@@H:6]([N:23]1[C:35]2[CH:34]=[CH:33][CH:32]=[CH:31][C:30]=2[C:29]2[C:24]1=[CH:25][CH:26]=[CH:27][CH:28]=2)[CH2:7][CH2:8][CH2:9][CH2:10][NH:11][C:12](=[O:22])[C:13]1[CH:18]=[CH:17][C:16]([N:19]=[N+:20]=[N-:21])=[CH:15][CH:14]=1.CO.Cl, predict the reaction product. The product is: [N:19]([C:16]1[CH:15]=[CH:14][C:13]([C:12]([NH:11][CH2:10][CH2:9][CH2:8][CH2:7][C@H:6]([N:23]2[C:35]3[CH:34]=[CH:33][CH:32]=[CH:31][C:30]=3[C:29]3[C:24]2=[CH:25][CH:26]=[CH:27][CH:28]=3)[C:5]([OH:36])=[O:4])=[O:22])=[CH:18][CH:17]=1)=[N+:20]=[N-:21].